This data is from Full USPTO retrosynthesis dataset with 1.9M reactions from patents (1976-2016). The task is: Predict the reactants needed to synthesize the given product. The reactants are: [C:1]([N:5]1[CH2:10][CH2:9][N:8]([CH2:11][C:12]2[N:13](C3CCCCO3)[C:14]3[C:19]([N:20]=2)=[C:18]([N:21]2[CH2:26][CH2:25][O:24][CH2:23][CH2:22]2)[N:17]=[C:16](Cl)[N:15]=3)[CH2:7][CH2:6]1)([CH3:4])([CH3:3])[CH3:2].[CH2:34]([C:36]1[NH:40][C:39]2[CH:41]=[CH:42][CH:43]=[CH:44][C:38]=2[N:37]=1)[CH3:35].CC(C1C=C(C(C)C)C(C2C=CC=CC=2P(C2CCCCC2)C2CCCCC2)=C(C(C)C)C=1)C.C(=O)([O-])[O-].[Cs+].[Cs+].CN(C)C=O.C1(C)C=CC(S(O)(=O)=O)=CC=1. Given the product [C:1]([N:5]1[CH2:10][CH2:9][N:8]([CH2:11][C:12]2[NH:13][C:14]3[C:19]([N:20]=2)=[C:18]([N:21]2[CH2:22][CH2:23][O:24][CH2:25][CH2:26]2)[N:17]=[C:16]([N:37]2[C:38]4[CH:44]=[CH:43][CH:42]=[CH:41][C:39]=4[N:40]=[C:36]2[CH2:34][CH3:35])[N:15]=3)[CH2:7][CH2:6]1)([CH3:3])([CH3:4])[CH3:2], predict the reactants needed to synthesize it.